This data is from Full USPTO retrosynthesis dataset with 1.9M reactions from patents (1976-2016). The task is: Predict the reactants needed to synthesize the given product. (1) Given the product [CH2:39]([O:41][C:42]([C:44]1[C:45]2[S:53][CH:52]=[C:51]([CH2:54][O:19][C:15]3[CH:16]=[CH:17][CH:18]=[C:13]([C:12]([O:11][C:7]([CH3:10])([CH3:8])[CH3:9])=[O:20])[CH:14]=3)[C:46]=2[C:47]([Cl:50])=[N:48][CH:49]=1)=[O:43])[CH3:40], predict the reactants needed to synthesize it. The reactants are: C(=O)([O-])[O-].[K+].[K+].[C:7]([O:11][C:12](=[O:20])[C:13]1[CH:18]=[CH:17][CH:16]=[C:15]([OH:19])[CH:14]=1)([CH3:10])([CH3:9])[CH3:8].C1OCCOCCOCCOCCOCCOC1.[CH2:39]([O:41][C:42]([C:44]1[C:45]2[S:53][CH:52]=[C:51]([CH2:54]Br)[C:46]=2[C:47]([Cl:50])=[N:48][CH:49]=1)=[O:43])[CH3:40]. (2) Given the product [ClH:4].[ClH:4].[ClH:4].[N:5]1[CH:6]=[CH:7][C:8]([N:11]2[CH2:27][CH2:26][CH2:25][C:13]3([CH2:17][NH:16][CH2:15][CH2:14]3)[CH2:12]2)=[CH:9][CH:10]=1, predict the reactants needed to synthesize it. The reactants are: C([Cl:4])(=O)C.[N:5]1[CH:10]=[CH:9][C:8]([N:11]2[CH2:27][CH2:26][CH2:25][C:13]3([CH2:17][N:16](C(OC(C)(C)C)=O)[CH2:15][CH2:14]3)[CH2:12]2)=[CH:7][CH:6]=1. (3) Given the product [C:11]([N:7]1[C:8]2[C:4](=[CH:3][C:2]([F:1])=[C:10]([S:17]([Cl:16])(=[O:19])=[O:18])[CH:9]=2)[C:5]([CH3:15])([CH3:14])[CH2:6]1)(=[O:13])[CH3:12], predict the reactants needed to synthesize it. The reactants are: [F:1][C:2]1[CH:3]=[C:4]2[C:8](=[CH:9][CH:10]=1)[N:7]([C:11](=[O:13])[CH3:12])[CH2:6][C:5]2([CH3:15])[CH3:14].[Cl:16][S:17](O)(=[O:19])=[O:18]. (4) Given the product [CH3:37][O:36][C:33]1[N:32]=[CH:31][C:30]([NH:29][C:16]2[C:15]([C:13]3[N:12]=[C:11]([CH3:38])[N:10]=[C:9]([NH2:8])[N:14]=3)=[CH:20][C:19]([C:21]([N:23]3[CH2:24][CH2:25][O:26][CH2:27][CH2:28]3)=[O:22])=[CH:18][N:17]=2)=[CH:35][CH:34]=1, predict the reactants needed to synthesize it. The reactants are: COC1C=CC(C[N:8](CC2C=CC(OC)=CC=2)[C:9]2[N:14]=[C:13]([C:15]3[C:16]([NH:29][C:30]4[CH:31]=[N:32][C:33]([O:36][CH3:37])=[CH:34][CH:35]=4)=[N:17][CH:18]=[C:19]([C:21]([N:23]4[CH2:28][CH2:27][O:26][CH2:25][CH2:24]4)=[O:22])[CH:20]=3)[N:12]=[C:11]([CH3:38])[N:10]=2)=CC=1.OS(C(F)(F)F)(=O)=O. (5) Given the product [CH3:11][O:12][CH:13]=[C:5]1[C:6](=[O:8])[O:7][C:2]([CH3:10])([CH3:1])[O:3][C:4]1=[O:9], predict the reactants needed to synthesize it. The reactants are: [CH3:1][C:2]1([CH3:10])[O:7][C:6](=[O:8])[CH2:5][C:4](=[O:9])[O:3]1.[CH3:11][O:12][CH:13](OC)OC. (6) Given the product [Cl:2][C:3]1[CH:8]=[C:7]([Cl:9])[CH:6]=[CH:5][C:4]=1[C@H:10]1[C:15]([C:16]([O:18][CH2:19][CH3:20])=[O:17])=[C:14]([CH2:26][N:27]2[CH2:28][CH2:29][O:30][CH2:31][CH2:32]2)[NH:13][C:12]([C:33]2[S:34][CH:35]=[CH:36][N:37]=2)=[N:11]1, predict the reactants needed to synthesize it. The reactants are: [Li].[Cl:2][C:3]1[CH:8]=[C:7]([Cl:9])[CH:6]=[CH:5][C:4]=1[C@H:10]1[C:15]([C:16]([O:18][C@H:19](C)[C:20](OCC)=O)=[O:17])=[C:14]([CH2:26][N:27]2[CH2:32][CH2:31][O:30][CH2:29][CH2:28]2)[NH:13][C:12]([C:33]2[S:34][CH:35]=[CH:36][N:37]=2)=[N:11]1. (7) Given the product [Cl:27][C:24]1[CH:25]=[CH:26][C:21]([C@H:6]2[C@H:5]([OH:4])[C@@H:10]([OH:11])[C@H:9]([OH:15])[C@@H:8]([O:19][CH3:20])[O:7]2)=[CH:22][C:23]=1[CH2:28][C:29]1[CH:34]=[CH:33][C:32]([C:35]#[N:36])=[CH:31][CH:30]=1, predict the reactants needed to synthesize it. The reactants are: C([O:4][C@@H:5]1[C@@H:10]([O:11]C(=O)C)[C@H:9]([O:15]C(=O)C)[C@@H:8]([O:19][CH3:20])[O:7][C@H:6]1[C:21]1[CH:26]=[CH:25][C:24]([Cl:27])=[C:23]([CH2:28][C:29]2[CH:34]=[CH:33][C:32]([C:35]#[N:36])=[CH:31][CH:30]=2)[CH:22]=1)(=O)C.O.[OH-].[Li+]. (8) Given the product [CH3:34][O:35][C:36]1[CH:41]=[C:40]([O:42][CH3:43])[CH:39]=[CH:38][C:37]=1[CH2:44][NH:45][C:14]([CH:10]1[N:9]([C:17]2([CH2:22][O:23][Si:24]([CH:25]([CH3:27])[CH3:26])([CH:28]([CH3:30])[CH3:29])[CH:31]([CH3:32])[CH3:33])[CH2:21][CH2:20][CH2:19][CH2:18]2)[C:7]2[N:8]=[C:3]([S:2][CH3:1])[N:4]=[CH:5][C:6]=2[C:12](=[O:13])[CH2:11]1)=[O:15], predict the reactants needed to synthesize it. The reactants are: [CH3:1][S:2][C:3]1[N:4]=[CH:5][C:6]2[C:12](=[O:13])[CH2:11][CH:10]([C:14](O)=[O:15])[N:9]([C:17]3([CH2:22][O:23][Si:24]([CH:31]([CH3:33])[CH3:32])([CH:28]([CH3:30])[CH3:29])[CH:25]([CH3:27])[CH3:26])[CH2:21][CH2:20][CH2:19][CH2:18]3)[C:7]=2[N:8]=1.[CH3:34][O:35][C:36]1[CH:41]=[C:40]([O:42][CH3:43])[CH:39]=[CH:38][C:37]=1[CH2:44][NH2:45].F[P-](F)(F)(F)(F)F.C[N+](C)=C(N(C)C)ON1C2N=CC=CC=2N=N1.C(N(CC)C(C)C)(C)C.